This data is from Full USPTO retrosynthesis dataset with 1.9M reactions from patents (1976-2016). The task is: Predict the reactants needed to synthesize the given product. (1) Given the product [CH:29]1([C:27]([NH:26][C@@H:25]2[C@H:21]3[O:20][CH2:19][C@H:18]([NH:17][C:10](=[O:12])[C:9]4[CH:13]=[CH:14][CH:15]=[CH:16][C:8]=4[NH:7][C:1]4[CH:2]=[CH:3][CH:4]=[CH:5][CH:6]=4)[C@H:22]3[O:23][CH2:24]2)=[O:28])[CH2:30][CH2:31]1, predict the reactants needed to synthesize it. The reactants are: [C:1]1([NH:7][C:8]2[CH:16]=[CH:15][CH:14]=[CH:13][C:9]=2[C:10]([OH:12])=O)[CH:6]=[CH:5][CH:4]=[CH:3][CH:2]=1.[NH2:17][C@@H:18]1[C@H:22]2[O:23][CH2:24][C@H:25]([NH:26][C:27]([CH:29]3[CH2:31][CH2:30]3)=[O:28])[C@H:21]2[O:20][CH2:19]1. (2) Given the product [Br:13][C:12]1[CH:11]=[CH:10][S:9][C:8]=1[C:3]1[S:4][CH:5]=[CH:6][C:2]=1[Br:1], predict the reactants needed to synthesize it. The reactants are: [Br:1][C:2]1[CH:6]=[C:5](Br)[S:4][C:3]=1[C:8]1[S:9][C:10](Br)=[CH:11][C:12]=1[Br:13].O.C(O)(=O)C.Cl. (3) Given the product [Br:1][C:2]1[CH:18]=[CH:17][C:5]([C:6]2[NH:15][C:14](=[O:16])[C:9]3([CH2:13][CH2:12][CH2:11][CH2:10]3)[N:8]=2)=[CH:4][CH:3]=1, predict the reactants needed to synthesize it. The reactants are: [Br:1][C:2]1[CH:18]=[CH:17][C:5]([C:6]([NH:8][C:9]2([C:14](=[O:16])[NH2:15])[CH2:13][CH2:12][CH2:11][CH2:10]2)=O)=[CH:4][CH:3]=1.[OH-].[Na+].